From a dataset of Full USPTO retrosynthesis dataset with 1.9M reactions from patents (1976-2016). Predict the reactants needed to synthesize the given product. (1) Given the product [CH3:26][C:25]([CH3:28])([CH3:27])[CH2:24][C:23]([C:20]1[CH:21]=[CH:22][C:17]([CH2:16][NH2:15])=[C:18]([F:30])[CH:19]=1)=[O:29], predict the reactants needed to synthesize it. The reactants are: Cl.O1CCOCC1.C(OC([NH:15][CH2:16][C:17]1[CH:22]=[CH:21][C:20]([C:23](=[O:29])[CH2:24][C:25]([CH3:28])([CH3:27])[CH3:26])=[CH:19][C:18]=1[F:30])=O)(C)(C)C.C([O-])(O)=O.[Na+]. (2) Given the product [O:10]1[CH:14]=[CH:13][C:12]([CH2:15][C:16]2[CH:17]=[N:18][N:19]3[C:24]([N:25]([CH3:32])[C:26]4[CH:27]=[CH:28][CH:29]=[CH:30][CH:31]=4)=[N:23][C:22]([CH2:33][CH2:34][CH3:35])=[N:21][C:20]=23)=[CH:11]1, predict the reactants needed to synthesize it. The reactants are: [BH4-].[Na+].FC(F)(F)C(O)=O.[O:10]1[CH:14]=[CH:13][C:12]([CH:15](O)[C:16]2[CH:17]=[N:18][N:19]3[C:24]([N:25]([CH3:32])[C:26]4[CH:31]=[CH:30][CH:29]=[CH:28][CH:27]=4)=[N:23][C:22]([CH2:33][CH2:34][CH3:35])=[N:21][C:20]=23)=[CH:11]1.[OH-].[Na+].